From a dataset of Full USPTO retrosynthesis dataset with 1.9M reactions from patents (1976-2016). Predict the reactants needed to synthesize the given product. (1) The reactants are: C(OC([N:8]1[CH2:22][CH2:21][C:11]2[NH:12][C:13]3[C:14]([C:19]#[N:20])=[CH:15][CH:16]=[CH:17][C:18]=3[C:10]=2[CH2:9]1)=O)(C)(C)C.C(O)(C(F)(F)F)=O.C([O-])([O-])=O.[K+].[K+]. Given the product [CH2:9]1[C:10]2[C:18]3[C:13](=[C:14]([C:19]#[N:20])[CH:15]=[CH:16][CH:17]=3)[NH:12][C:11]=2[CH2:21][CH2:22][NH:8]1, predict the reactants needed to synthesize it. (2) Given the product [C:29]([N:6]1[CH2:7][C:2]([CH3:1])([CH3:22])[O:3][C:4](=[O:21])[CH:5]1[CH2:8][C:9]([NH:11][C:12]1[CH:17]=[CH:16][C:15]([CH:18]([CH3:19])[CH3:20])=[CH:14][CH:13]=1)=[O:10])(=[O:31])[CH3:30], predict the reactants needed to synthesize it. The reactants are: [CH3:1][C:2]1([CH3:22])[CH2:7][NH:6][CH:5]([CH2:8][C:9]([NH:11][C:12]2[CH:17]=[CH:16][C:15]([CH:18]([CH3:20])[CH3:19])=[CH:14][CH:13]=2)=[O:10])[C:4](=[O:21])[O:3]1.C(=O)([O-])[O-].[Na+].[Na+].[C:29](Cl)(=[O:31])[CH3:30]. (3) Given the product [OH:1][C:2]1[CH:7]=[CH:6][N:5]=[CH:4][C:3]=1[CH:8]1[CH2:13][CH2:12][CH:11]([N:15]2[CH2:18][CH:17]([NH:19][C:20]([CH2:22][NH:23][C:24](=[O:35])[C:25]3[CH:30]=[CH:29][CH:28]=[C:27]([C:31]([F:34])([F:32])[F:33])[CH:26]=3)=[O:21])[CH2:16]2)[CH2:10][CH2:9]1, predict the reactants needed to synthesize it. The reactants are: [OH:1][C:2]1[CH:7]=[CH:6][N:5]=[CH:4][C:3]=1[CH:8]1[CH2:13][CH2:12][C:11](=O)[CH2:10][CH2:9]1.[NH:15]1[CH2:18][CH:17]([NH:19][C:20]([CH2:22][NH:23][C:24](=[O:35])[C:25]2[CH:30]=[CH:29][CH:28]=[C:27]([C:31]([F:34])([F:33])[F:32])[CH:26]=2)=[O:21])[CH2:16]1. (4) Given the product [CH3:13][N:4]1[CH:3]=[C:2]([B:14]2[O:18][C:17]([CH3:20])([CH3:19])[C:16]([CH3:22])([CH3:21])[O:15]2)[C:11]2[C:6](=[CH:7][CH:8]=[CH:9][CH:10]=2)[C:5]1=[O:12], predict the reactants needed to synthesize it. The reactants are: Br[C:2]1[C:11]2[C:6](=[CH:7][CH:8]=[CH:9][CH:10]=2)[C:5](=[O:12])[N:4]([CH3:13])[CH:3]=1.[B:14]1([B:14]2[O:18][C:17]([CH3:20])([CH3:19])[C:16]([CH3:22])([CH3:21])[O:15]2)[O:18][C:17]([CH3:20])([CH3:19])[C:16]([CH3:22])([CH3:21])[O:15]1.CC([O-])=O.[K+].CC(C1C=C(C(C)C)C(C2C=CC=CC=2P(C2CCCCC2)C2CCCCC2)=C(C(C)C)C=1)C. (5) Given the product [C:30]([O:34][C:35]([C:37]1[C:60]([F:61])=[CH:59][C:40]([O:41][C@H:42]2[CH2:47][N:46]([C:48]([O:50][CH2:51][C:52]3[CH:57]=[CH:56][CH:55]=[CH:54][CH:53]=3)=[O:49])[C@@H:45]([CH3:58])[CH2:44][CH2:43]2)=[C:39]([CH:7]2[CH2:2][CH2:1]2)[CH:38]=1)=[O:36])([CH3:33])([CH3:32])[CH3:31], predict the reactants needed to synthesize it. The reactants are: [CH2:1](N1CCC[C@@H](OC2C(Cl)=CC(C(OC(C)(C)C)=O)=C(F)C=2)C1)[C:2]1[CH:7]=CC=CC=1.[C:30]([O:34][C:35]([C:37]1[C:60]([F:61])=[CH:59][C:40]([O:41][C@H:42]2[CH2:47][N:46]([C:48]([O:50][CH2:51][C:52]3[CH:57]=[CH:56][CH:55]=[CH:54][CH:53]=3)=[O:49])[C@@H:45]([CH3:58])[CH2:44][CH2:43]2)=[C:39](Cl)[CH:38]=1)=[O:36])([CH3:33])([CH3:32])[CH3:31]. (6) The reactants are: Br[C:2]1[C:7]([F:8])=[CH:6][C:5]([C@@H:9]([NH:11][S@@:12]([C:14]([CH3:17])([CH3:16])[CH3:15])=[O:13])[CH3:10])=[C:4]([F:18])[CH:3]=1.C1(P(C2CCCCC2)C2C=CC=CC=2C2C(OC)=CC=C(S([O-])(=O)=O)C=2OC)CCCCC1.[Na+].[F:53][C:54]([F:65])([F:64])[C:55]1[CH:60]=[C:59](B(O)O)[CH:58]=[CH:57][N:56]=1.C([O-])([O-])=O.[K+].[K+]. Given the product [F:18][C:4]1[CH:3]=[C:2]([C:59]2[CH:58]=[CH:57][N:56]=[C:55]([C:54]([F:65])([F:64])[F:53])[CH:60]=2)[C:7]([F:8])=[CH:6][C:5]=1[C@@H:9]([NH:11][S@@:12]([C:14]([CH3:17])([CH3:16])[CH3:15])=[O:13])[CH3:10], predict the reactants needed to synthesize it. (7) The reactants are: [CH:1]1[C:6]([N+:7]([O-:9])=[O:8])=[CH:5][CH:4]=[C:3]([O:10][C@@H]2O[C@H](CO)[C@@H](O[C@@H]3O[C@H](CO)[C@@H](O)[C@H](O)[C@H]3O)[C@H](O)[C@H]2O)[CH:2]=1. Given the product [CH:5]1[C:6]([N+:7]([O-:9])=[O:8])=[CH:1][CH:2]=[C:3]([OH:10])[CH:4]=1, predict the reactants needed to synthesize it. (8) Given the product [CH2:1]([O:3][C:4]([C:6]1[CH:7]=[N:8][C:9]2[C:14]([C:15]=1[NH:30][CH2:20][C:21]1[CH:29]=[CH:28][C:27]3[O:26][CH2:25][O:24][C:23]=3[CH:22]=1)=[CH:13][CH:12]=[CH:11][C:10]=2[NH2:17])=[O:5])[CH3:2], predict the reactants needed to synthesize it. The reactants are: [CH2:1]([O:3][C:4]([C:6]1[CH:7]=[N:8][C:9]2[C:14]([C:15]=1Cl)=[CH:13][CH:12]=[CH:11][C:10]=2[N+:17]([O-])=O)=[O:5])[CH3:2].[CH2:20]([NH2:30])[C:21]1[CH:29]=[CH:28][C:27]2[O:26][CH2:25][O:24][C:23]=2[CH:22]=1. (9) Given the product [Cl:17][C:18]1[N:23]=[C:22]([NH:1][C:2]2[CH:16]=[CH:15][CH:14]=[CH:13][C:3]=2[C:4]([NH:6][C:7]2[CH:12]=[CH:11][CH:10]=[CH:9][CH:8]=2)=[O:5])[C:21]([Cl:25])=[CH:20][N:19]=1, predict the reactants needed to synthesize it. The reactants are: [NH2:1][C:2]1[CH:16]=[CH:15][CH:14]=[CH:13][C:3]=1[C:4]([NH:6][C:7]1[CH:12]=[CH:11][CH:10]=[CH:9][CH:8]=1)=[O:5].[Cl:17][C:18]1[N:23]=[C:22](Cl)[C:21]([Cl:25])=[CH:20][N:19]=1.